From a dataset of Forward reaction prediction with 1.9M reactions from USPTO patents (1976-2016). Predict the product of the given reaction. (1) Given the reactants [CH3:1][C:2]1([CH3:9])[O:6][C:5](=[O:7])[NH:4][C:3]1=[O:8].[C:10]([O:14][CH2:15][C:16]1[CH:21]=[CH:20][CH:19]=[CH:18][CH:17]=1)(=[O:13])[CH:11]=[CH2:12], predict the reaction product. The product is: [CH3:1][C:2]1([CH3:9])[O:6][C:5](=[O:7])[N:4]([CH2:12][CH2:11][C:10]([O:14][CH2:15][C:16]2[CH:21]=[CH:20][CH:19]=[CH:18][CH:17]=2)=[O:13])[C:3]1=[O:8]. (2) Given the reactants [C:1](O)(=O)C.C(N)=N.[F:8][C:9]1[CH:10]=[CH:11][C:12]([C@@H:15]([NH:17][C:18]2[N:23]=[C:22]([NH:24][C:25]3[C:26]([O:31][CH3:32])=[N:27][CH:28]=[CH:29][CH:30]=3)[C:21]([NH2:33])=[CH:20][CH:19]=2)[CH3:16])=[N:13][CH:14]=1, predict the reaction product. The product is: [F:8][C:9]1[CH:10]=[CH:11][C:12]([C@@H:15]([NH:17][C:18]2[N:23]=[C:22]3[N:24]([C:25]4[C:26]([O:31][CH3:32])=[N:27][CH:28]=[CH:29][CH:30]=4)[CH:1]=[N:33][C:21]3=[CH:20][CH:19]=2)[CH3:16])=[N:13][CH:14]=1. (3) Given the reactants [Na+].[I-:2].[N:3]1([C:14]([O:16][C:17]([CH3:20])([CH3:19])[CH3:18])=[O:15])[CH2:8][CH2:7][CH:6]([C:9]([O:11][CH2:12]Cl)=[O:10])[CH2:5][CH2:4]1, predict the reaction product. The product is: [N:3]1([C:14]([O:16][C:17]([CH3:20])([CH3:19])[CH3:18])=[O:15])[CH2:8][CH2:7][CH:6]([C:9]([O:11][CH2:12][I:2])=[O:10])[CH2:5][CH2:4]1. (4) The product is: [CH2:1]([N:8]1[CH:12]=[C:11]([C:13]2[CH:17]=[C:16]([C:18]([NH:21][C@@H:22]([CH3:38])[CH2:23][N:24]3[CH:28]=[CH:27][C:26]([C:29]4[CH:36]=[CH:35][C:32]([C:33]#[N:34])=[C:31]([Cl:37])[CH:30]=4)=[N:25]3)=[O:20])[NH:15][N:14]=2)[N:10]=[CH:9]1)[C:2]1[CH:3]=[CH:4][CH:5]=[CH:6][CH:7]=1. Given the reactants [CH2:1]([N:8]1[CH:12]=[C:11]([C:13]2[CH:17]=[C:16]([C:18]([OH:20])=O)[NH:15][N:14]=2)[N:10]=[CH:9]1)[C:2]1[CH:7]=[CH:6][CH:5]=[CH:4][CH:3]=1.[NH2:21][C@@H:22]([CH3:38])[CH2:23][N:24]1[CH:28]=[CH:27][C:26]([C:29]2[CH:36]=[CH:35][C:32]([C:33]#[N:34])=[C:31]([Cl:37])[CH:30]=2)=[N:25]1, predict the reaction product. (5) Given the reactants [CH3:1][O:2][C:3](=[O:29])[CH2:4][CH2:5][CH2:6][CH2:7][CH2:8]/[CH:9]=[C:10]1\[CH:11]([CH2:21][CH2:22][CH2:23][CH2:24][CH2:25][CH2:26][CH2:27][CH3:28])[CH:12]2[CH:17]([C:18]\1=[O:19])C1CC2C=C1.C1(=O)OC(=O)C=C1.C[Al](Cl)Cl, predict the reaction product. The product is: [CH3:1][O:2][C:3](=[O:29])[CH2:4][CH2:5][CH2:6][CH2:7][CH2:8]/[CH:9]=[C:10]1\[CH:11]([CH2:21][CH2:22][CH2:23][CH2:24][CH2:25][CH2:26][CH2:27][CH3:28])[CH:12]=[CH:17][C:18]\1=[O:19].[CH3:1][O:2][C:3](=[O:29])[CH2:4][CH2:5][CH2:6][CH2:7][CH2:8]/[CH:9]=[C:10]1/[CH:11]([CH2:21][CH2:22][CH2:23][CH2:24][CH2:25][CH2:26][CH2:27][CH3:28])[CH:12]=[CH:17][C:18]/1=[O:19]. (6) Given the reactants [CH3:1][O:2][C:3]1[CH:12]=[CH:11][C:6]([C:7](=O)[CH2:8]Br)=[CH:5][CH:4]=1.[C:13]([N:16]1[CH2:21][CH2:20][N:19]([C:22]([O:24][C:25]([CH3:28])([CH3:27])[CH3:26])=[O:23])[CH2:18][CH:17]1[CH2:29][O:30][C:31]1[CH:32]=[N:33][CH:34]=[CH:35][CH:36]=1)(=[S:15])[NH2:14], predict the reaction product. The product is: [CH3:1][O:2][C:3]1[CH:12]=[CH:11][C:6]([C:7]2[N:14]=[C:13]([N:16]3[CH2:21][CH2:20][N:19]([C:22]([O:24][C:25]([CH3:28])([CH3:26])[CH3:27])=[O:23])[CH2:18][CH:17]3[CH2:29][O:30][C:31]3[CH:32]=[N:33][CH:34]=[CH:35][CH:36]=3)[S:15][CH:8]=2)=[CH:5][CH:4]=1. (7) Given the reactants C([O:3][C:4]([C:6]1[N:11]=[N:10][C:9]([N:12]([CH2:20][C:21]2([C:25]3[C:30]([F:31])=[CH:29][CH:28]=[CH:27][N:26]=3)[CH2:24][CH2:23][CH2:22]2)C(=O)OC(C)(C)C)=[CH:8][CH:7]=1)=[CH2:5])C.Cl/[C:33](=[N:39]/O)/[C:34]([O:36][CH2:37][CH3:38])=[O:35].C(O)(C(F)(F)F)=O, predict the reaction product. The product is: [F:31][C:30]1[C:25]([C:21]2([CH2:20][NH:12][C:9]3[N:10]=[N:11][C:6]([C:4]4[O:3][N:39]=[C:33]([C:34]([O:36][CH2:37][CH3:38])=[O:35])[CH:5]=4)=[CH:7][CH:8]=3)[CH2:24][CH2:23][CH2:22]2)=[N:26][CH:27]=[CH:28][CH:29]=1. (8) Given the reactants [Br:1][C:2]1[CH:7]=[CH:6][CH:5]=[C:4]([F:8])[C:3]=1[C:9]1(O)[CH2:14][CH2:13][CH2:12][CH2:11][CH2:10]1.[OH-].COC(NS([N+](CC)(CC)CC)(=O)=O)=O.CC[N+](S(N=C(OC)[O-])(=O)=O)(CC)CC, predict the reaction product. The product is: [Br:1][C:2]1[CH:7]=[CH:6][CH:5]=[C:4]([F:8])[C:3]=1[C:9]1[CH2:14][CH2:13][CH2:12][CH2:11][CH:10]=1.